From a dataset of Full USPTO retrosynthesis dataset with 1.9M reactions from patents (1976-2016). Predict the reactants needed to synthesize the given product. (1) Given the product [CH2:1]([O:3][C:4]1[CH:5]=[C:6]([CH:27]=[CH:28][C:29]=1[O:30][CH3:31])[CH2:7][N:8]1[CH2:9][CH2:10][CH:11]([NH:14][C:15]2[O:16][C:17]3[CH:23]=[CH:22][C:21]([NH2:24])=[CH:20][C:18]=3[N:19]=2)[CH2:12][CH2:13]1)[CH3:2], predict the reactants needed to synthesize it. The reactants are: [CH2:1]([O:3][C:4]1[CH:5]=[C:6]([CH:27]=[CH:28][C:29]=1[O:30][CH3:31])[CH2:7][N:8]1[CH2:13][CH2:12][CH:11]([NH:14][C:15]2[O:16][C:17]3[CH:23]=[CH:22][C:21]([N+:24]([O-])=O)=[CH:20][C:18]=3[N:19]=2)[CH2:10][CH2:9]1)[CH3:2].[H][H]. (2) Given the product [C:1]1([S:7]([N:10]2[C:14]3[N:15]=[CH:16][N:17]=[C:18]([N:19]4[CH2:24][CH2:23][N:22]([C:25]([O:27][C:28]([CH3:31])([CH3:30])[CH3:29])=[O:26])[C@H:21]([CH3:32])[CH2:20]4)[C:13]=3[CH:12]=[C:11]2[C:38]2[CH:39]=[CH:40][C:35]([F:34])=[CH:36][CH:37]=2)(=[O:9])=[O:8])[CH:6]=[CH:5][CH:4]=[CH:3][CH:2]=1, predict the reactants needed to synthesize it. The reactants are: [C:1]1([S:7]([N:10]2[C:14]3[N:15]=[CH:16][N:17]=[C:18]([N:19]4[CH2:24][CH2:23][N:22]([C:25]([O:27][C:28]([CH3:31])([CH3:30])[CH3:29])=[O:26])[C@H:21]([CH3:32])[CH2:20]4)[C:13]=3[CH:12]=[C:11]2I)(=[O:9])=[O:8])[CH:6]=[CH:5][CH:4]=[CH:3][CH:2]=1.[F:34][C:35]1[CH:40]=[CH:39][C:38](B(O)O)=[CH:37][CH:36]=1.C(#N)C.C([O-])([O-])=O.[K+].[K+]. (3) Given the product [N:1]1[N:9]2[C:4]([CH2:5][O:6][CH2:7][CH2:8]2)=[CH:3][C:2]=1[CH2:10][OH:11], predict the reactants needed to synthesize it. The reactants are: [N:1]1[N:9]2[C:4]([CH2:5][O:6][CH2:7][CH2:8]2)=[CH:3][C:2]=1[C:10](OCC)=[O:11].[H-].[Al+3].[Li+].[H-].[H-].[H-].O.S([O-])([O-])(=O)=O.[Mg+2]. (4) Given the product [Cl:1][C:2]1[N:7]=[C:6]([NH:24][C@H:22]([C:19]2[CH:18]=[CH:17][C:16]([F:15])=[CH:21][N:20]=2)[CH3:23])[C:5]([C:9]([O:11][CH2:12][CH3:13])=[O:10])=[CH:4][N:3]=1, predict the reactants needed to synthesize it. The reactants are: [Cl:1][C:2]1[N:7]=[C:6](Cl)[C:5]([C:9]([O:11][CH2:12][CH3:13])=[O:10])=[CH:4][N:3]=1.Cl.[F:15][C:16]1[CH:17]=[CH:18][C:19]([C@@H:22]([NH2:24])[CH3:23])=[N:20][CH:21]=1.C(N(C(C)C)CC)(C)C.O. (5) Given the product [CH3:33][O:1][CH:2]([C:22]1[CH:23]=[CH:24][C:25]2[O:30][CH2:29][C:28](=[O:31])[NH:27][C:26]=2[CH:32]=1)[CH2:3][CH2:4][N:5]1[CH2:6][CH2:7][N:8]([C:11]2[CH:20]=[CH:19][CH:18]=[C:17]3[C:12]=2[CH:13]=[CH:14][C:15]([CH3:21])=[N:16]3)[CH2:9][CH2:10]1, predict the reactants needed to synthesize it. The reactants are: [OH:1][CH:2]([C:22]1[CH:23]=[CH:24][C:25]2[O:30][CH2:29][C:28](=[O:31])[NH:27][C:26]=2[CH:32]=1)[CH2:3][CH2:4][N:5]1[CH2:10][CH2:9][N:8]([C:11]2[CH:20]=[CH:19][CH:18]=[C:17]3[C:12]=2[CH:13]=[CH:14][C:15]([CH3:21])=[N:16]3)[CH2:7][CH2:6]1.[CH3:33]O. (6) Given the product [NH2:29][C@@H:24]([CH2:25][CH:26]([CH3:28])[CH3:27])[CH2:23][O:22][C:19]1[CH:20]=[CH:21][C:16]2[C:15]3[C:10](=[CH:11][N:12]=[CH:13][CH:14]=3)[C:9](=[O:37])[N:8]([CH2:1][C:2]3[CH:7]=[CH:6][CH:5]=[CH:4][CH:3]=3)[C:17]=2[CH:18]=1, predict the reactants needed to synthesize it. The reactants are: [CH2:1]([N:8]1[C:17]2[CH:18]=[C:19]([O:22][CH2:23][C@@H:24]([NH:29]C(=O)OC(C)(C)C)[CH2:25][CH:26]([CH3:28])[CH3:27])[CH:20]=[CH:21][C:16]=2[C:15]2[C:10](=[CH:11][N:12]=[CH:13][CH:14]=2)[C:9]1=[O:37])[C:2]1[CH:7]=[CH:6][CH:5]=[CH:4][CH:3]=1.Cl.C(OCC)C. (7) Given the product [CH2:39]([N:41]([CH2:47][CH2:46][F:45])[CH2:42][CH2:43][O:44][C:2]1[CH:3]=[CH:4][C:5]([CH:8]2[C:17]([C:18]3[CH:23]=[CH:22][CH:21]=[C:20]([OH:24])[CH:19]=3)=[C:16]([CH3:31])[C:15]3[C:10](=[CH:11][CH:12]=[C:13]([OH:32])[CH:14]=3)[O:9]2)=[CH:6][CH:7]=1)[CH3:40], predict the reactants needed to synthesize it. The reactants are: I[C:2]1[CH:7]=[CH:6][C:5]([CH:8]2[C:17]([C:18]3[CH:23]=[CH:22][CH:21]=[C:20]([O:24]C4CCCCO4)[CH:19]=3)=[C:16]([CH3:31])[C:15]3[C:10](=[CH:11][CH:12]=[C:13]([O:32]C4CCCCO4)[CH:14]=3)[O:9]2)=[CH:4][CH:3]=1.[CH2:39]([NH:41][CH2:42][CH2:43][OH:44])[CH3:40].[F:45][CH2:46][CH2:47]I.